This data is from Reaction yield outcomes from USPTO patents with 853,638 reactions. The task is: Predict the reaction yield, written as a fraction of the theoretical maximum amount of product (1.0 means a 100% yield; for example, 0.34 means a 34% yield). (1) The reactants are [CH3:1][O:2][C:3]([C:5]1[S:6][C:7]([CH2:10][CH2:11][CH2:12][C@H:13]2[CH2:17][CH2:16][C:15](Br)([Br:18])[C@@H:14]2[C:20]2[CH:25]=[CH:24][C:23]([CH:26]([O:32][CH2:33][C:34]3[CH:39]=[CH:38][C:37]([O:40][CH3:41])=[CH:36][CH:35]=3)[CH2:27][CH2:28][CH2:29][CH2:30][CH3:31])=[CH:22][CH:21]=2)=[CH:8][CH:9]=1)=[O:4].C(N=C(N(C)C)N(C)C)(C)(C)C.Cl. The catalyst is ClCCCl. The product is [CH3:1][O:2][C:3]([C:5]1[S:6][C:7]([CH2:10][CH2:11][CH2:12][C@H:13]2[CH2:17][CH2:16][C:15]([Br:18])=[C:14]2[C:20]2[CH:21]=[CH:22][C:23]([CH:26]([O:32][CH2:33][C:34]3[CH:39]=[CH:38][C:37]([O:40][CH3:41])=[CH:36][CH:35]=3)[CH2:27][CH2:28][CH2:29][CH2:30][CH3:31])=[CH:24][CH:25]=2)=[CH:8][CH:9]=1)=[O:4]. The yield is 0.150. (2) The reactants are O=[C:2]1[C:10]2[C:5](=[CH:6][CH:7]=[CH:8][CH:9]=2)[CH:4]([C:11]([OH:13])=[O:12])[CH2:3]1. The catalyst is [Pd].CO. The product is [CH:4]1([C:11]([OH:13])=[O:12])[C:5]2[C:10](=[CH:9][CH:8]=[CH:7][CH:6]=2)[CH2:2][CH2:3]1. The yield is 0.950. (3) The reactants are [N+:1]([C:4]1[CH:5]=[C:6]([CH:14]=[CH:15][C:16]=1[N+:17]([O-])=O)[CH2:7][N:8]1[CH2:13][CH2:12][O:11][CH2:10][CH2:9]1)([O-])=O.[H][H]. The catalyst is [Pd]. The product is [N:8]1([CH2:7][C:6]2[CH:5]=[C:4]([NH2:1])[C:16]([NH2:17])=[CH:15][CH:14]=2)[CH2:13][CH2:12][O:11][CH2:10][CH2:9]1. The yield is 0.900. (4) The reactants are [N:1]1([C:8]2[C:9]([CH:14]3[CH2:17][N:16]([C:18]4[CH:27]=[CH:26][C:25]5[C:20](=[CH:21][CH:22]=[CH:23][CH:24]=5)[N:19]=4)[CH2:15]3)=[N:10][CH:11]=[CH:12][N:13]=2)[CH2:7][CH2:6][CH2:5][NH:4][CH2:3][CH2:2]1.N1C=CC=CC=1.N1(C2C=CN=CC=2)CCCC1.[C:45](Cl)(=[O:48])[O:46][CH3:47]. The catalyst is C(Cl)Cl. The product is [N:19]1[C:20]2[C:25](=[CH:24][CH:23]=[CH:22][CH:21]=2)[CH:26]=[CH:27][C:18]=1[N:16]1[CH2:15][CH:14]([C:9]2[C:8]([N:1]3[CH2:7][CH2:6][CH2:5][N:4]([C:45]([O:46][CH3:47])=[O:48])[CH2:3][CH2:2]3)=[N:13][CH:12]=[CH:11][N:10]=2)[CH2:17]1. The yield is 0.705. (5) The reactants are [CH2:1]([N:8]1[C:16]2[C:11](=[CH:12][CH:13]=[C:14]([C:17]3[CH:22]=[CH:21][CH:20]=[CH:19][CH:18]=3)[CH:15]=2)[C:10]([C:23](=[O:29])[C:24]([O:26]CC)=[O:25])=[CH:9]1)[C:2]1[CH:7]=[CH:6][CH:5]=[CH:4][CH:3]=1.[OH-].[K+]. The catalyst is C1COCC1.O. The product is [CH2:1]([N:8]1[C:16]2[C:11](=[CH:12][CH:13]=[C:14]([C:17]3[CH:18]=[CH:19][CH:20]=[CH:21][CH:22]=3)[CH:15]=2)[C:10]([C:23](=[O:29])[C:24]([OH:26])=[O:25])=[CH:9]1)[C:2]1[CH:3]=[CH:4][CH:5]=[CH:6][CH:7]=1. The yield is 0.700. (6) The reactants are C1(P(N=[N+]=[N-])(C2C=CC=CC=2)=O)C=CC=CC=1.C(N(CC)CC)C.[NH2:25][CH2:26][CH2:27][C:28]1[C:36]2[C:31](=[CH:32][CH:33]=[CH:34][CH:35]=2)[NH:30][CH:29]=1.[C:37]([NH:40][CH2:41][C:42](O)=[O:43])(=[O:39])[CH3:38]. The catalyst is CN(C=O)C. The product is [C:37]([NH:40][CH2:41][C:42]([NH:25][CH2:26][CH2:27][C:28]1[C:36]2[C:31](=[CH:32][CH:33]=[CH:34][CH:35]=2)[NH:30][CH:29]=1)=[O:43])(=[O:39])[CH3:38]. The yield is 0.780.